From a dataset of Full USPTO retrosynthesis dataset with 1.9M reactions from patents (1976-2016). Predict the reactants needed to synthesize the given product. (1) Given the product [Cl:22][C:23]1[CH:24]=[C:25]([CH:33]=[CH:34][CH:35]=1)[O:26][CH:27]1[CH2:28][CH2:29][N:30]([CH2:19][C@@H:17]([OH:18])[CH2:16][O:15][C:12]2[CH:11]=[CH:10][C:9]([C:6]3[C:5]4[CH:20]=[CH:21][C:2]([F:1])=[CH:3][C:4]=4[O:8][N:7]=3)=[CH:14][CH:13]=2)[CH2:31][CH2:32]1, predict the reactants needed to synthesize it. The reactants are: [F:1][C:2]1[CH:21]=[CH:20][C:5]2[C:6]([C:9]3[CH:14]=[CH:13][C:12]([O:15][CH2:16][C@H:17]4[CH2:19][O:18]4)=[CH:11][CH:10]=3)=[N:7][O:8][C:4]=2[CH:3]=1.[Cl:22][C:23]1[CH:24]=[C:25]([CH:33]=[CH:34][CH:35]=1)[O:26][CH:27]1[CH2:32][CH2:31][NH:30][CH2:29][CH2:28]1. (2) Given the product [Cl:1][C:2]1[CH:3]=[C:4]([C@H:9]2[O:13][C:12](=[O:14])[N:11]([CH2:15][C:16]3[CH:21]=[C:20]([C:22]([F:23])([F:25])[F:24])[CH:19]=[CH:18][C:17]=3[C:26]3[CH:27]=[C:28]([C:34]4[CH:39]=[CH:38][C:37]([C:40]([OH:42])=[O:41])=[CH:36][C:35]=4[CH3:44])[CH:29]=[CH:30][C:31]=3[O:32][CH3:33])[C@H:10]2[CH3:45])[CH:5]=[C:6]([Cl:8])[CH:7]=1, predict the reactants needed to synthesize it. The reactants are: [Cl:1][C:2]1[CH:3]=[C:4]([C@H:9]2[O:13][C:12](=[O:14])[N:11]([CH2:15][C:16]3[CH:21]=[C:20]([C:22]([F:25])([F:24])[F:23])[CH:19]=[CH:18][C:17]=3[C:26]3[CH:27]=[C:28]([C:34]4[CH:39]=[CH:38][C:37]([C:40]([O:42]C)=[O:41])=[CH:36][C:35]=4[CH3:44])[CH:29]=[CH:30][C:31]=3[O:32][CH3:33])[C@H:10]2[CH3:45])[CH:5]=[C:6]([Cl:8])[CH:7]=1.[OH-].[K+].Cl.C(=O)(O)[O-].[Na+]. (3) Given the product [Cl:1][C:2]1[N:7]=[N:6][C:5]([NH:8][CH3:15])=[C:4]([C:9]2[CH:14]=[CH:13][CH:12]=[CH:11][CH:10]=2)[CH:3]=1, predict the reactants needed to synthesize it. The reactants are: [Cl:1][C:2]1[N:7]=[N:6][C:5]([NH2:8])=[C:4]([C:9]2[CH:14]=[CH:13][CH:12]=[CH:11][CH:10]=2)[CH:3]=1.[CH3:15]CCCCCC.C(OCC)(=O)C. (4) Given the product [NH2:31][C:26]([C@@H:9]1[CH2:10][CH2:11][C@@H:12]([NH:14][CH2:15][C:16]2[N:21]=[CH:20][C:19]3[O:22][CH2:23][CH2:24][O:25][C:18]=3[CH:17]=2)[CH2:13][N:8]1[C:6]([O:5][C:1]([CH3:2])([CH3:3])[CH3:4])=[O:7])=[O:27], predict the reactants needed to synthesize it. The reactants are: [C:1]([O:5][C:6]([N:8]1[CH2:13][C@H:12]([NH:14][CH2:15][C:16]2[N:21]=[CH:20][C:19]3[O:22][CH2:23][CH2:24][O:25][C:18]=3[CH:17]=2)[CH2:11][CH2:10][C@H:9]1[C:26](O)=[O:27])=[O:7])([CH3:4])([CH3:3])[CH3:2].Cl.C[N:31](C)CCCN=C=NCC.ON1C2N=CC=CC=2N=N1.C(=O)(O)[O-].[NH4+].